From a dataset of Full USPTO retrosynthesis dataset with 1.9M reactions from patents (1976-2016). Predict the reactants needed to synthesize the given product. (1) Given the product [C:14]([O:13][C:11]([N:2]1[CH:3]=[C:4]([C:11]([O:13][CH2:14][CH3:15])=[O:12])[CH:5]=[N:1]1)=[O:12])([CH3:17])([CH3:16])[CH3:15], predict the reactants needed to synthesize it. The reactants are: [NH:1]1[CH:5]=[CH:4][C:3](C(OCC)=O)=[N:2]1.[C:11](O[C:11]([O:13][C:14]([CH3:17])([CH3:16])[CH3:15])=[O:12])([O:13][C:14]([CH3:17])([CH3:16])[CH3:15])=[O:12]. (2) Given the product [NH2:15][C:10]1[C:9]([C:18]2[CH:27]=[CH:26][C:21]([C:22]([O:24][CH3:25])=[O:23])=[C:20]([CH3:28])[CH:19]=2)=[CH:14][CH:13]=[CH:12][N:11]=1, predict the reactants needed to synthesize it. The reactants are: CC1(C)C(C)(C)OB([C:9]2[C:10]([NH2:15])=[N:11][CH:12]=[CH:13][CH:14]=2)O1.Br[C:18]1[CH:27]=[CH:26][C:21]([C:22]([O:24][CH3:25])=[O:23])=[C:20]([CH3:28])[CH:19]=1.COCCOC.C([O-])([O-])=O.[Na+].[Na+]. (3) Given the product [CH:22]([N:13]1[CH2:14][CH2:15][N:10]([C:7]2[CH:6]=[CH:5][C:4]([N+:1]([O-:3])=[O:2])=[CH:9][CH:8]=2)[C:11](=[O:16])[CH2:12]1)([CH3:24])[CH3:21], predict the reactants needed to synthesize it. The reactants are: [N+:1]([C:4]1[CH:9]=[CH:8][C:7]([N:10]2[CH2:15][CH2:14][NH:13][CH2:12][C:11]2=[O:16])=[CH:6][CH:5]=1)([O-:3])=[O:2].C(O)(=O)C.[CH3:21][C:22]([CH3:24])=O.C(O[BH-](OC(=O)C)OC(=O)C)(=O)C.[Na+].C(=O)(O)[O-].[Na+].[OH-].[Na+].